This data is from Full USPTO retrosynthesis dataset with 1.9M reactions from patents (1976-2016). The task is: Predict the reactants needed to synthesize the given product. (1) The reactants are: [N+:1]([C:4]1[CH:5]=[C:6]2[C:10](=[CH:11][CH:12]=1)[CH2:9][NH:8][CH2:7]2)([O-:3])=[O:2].CC(O)=O.[C:17]([Si:21]([CH3:27])([CH3:26])[O:22][CH2:23][CH:24]=O)([CH3:20])([CH3:19])[CH3:18].[BH3-]C#N.[Na+]. Given the product [Si:21]([O:22][CH2:23][CH2:24][N:8]1[CH2:7][C:6]2[C:10](=[CH:11][CH:12]=[C:4]([N+:1]([O-:3])=[O:2])[CH:5]=2)[CH2:9]1)([C:17]([CH3:20])([CH3:19])[CH3:18])([CH3:27])[CH3:26], predict the reactants needed to synthesize it. (2) Given the product [CH2:37]([O:39][C:40](=[O:52])[C:41]([C:43]1[CH:48]=[CH:47][C:46]([S:49][CH3:50])=[C:45]([Cl:51])[CH:44]=1)=[CH:7][CH:2]1[CH2:6][CH2:5][CH2:4][CH2:3]1)[CH3:38], predict the reactants needed to synthesize it. The reactants are: [I-].[CH:2]1([CH2:7]P(C2C=CC=CC=2)(C2C=CC=CC=2)C2C=CC=CC=2)[CH2:6][CH2:5][CH2:4][CH2:3]1.C[Si]([N-][Si](C)(C)C)(C)C.[Na+].[CH2:37]([O:39][C:40](=[O:52])[C:41]([C:43]1[CH:48]=[CH:47][C:46]([S:49][CH3:50])=[C:45]([Cl:51])[CH:44]=1)=O)[CH3:38].